Dataset: Full USPTO retrosynthesis dataset with 1.9M reactions from patents (1976-2016). Task: Predict the reactants needed to synthesize the given product. (1) Given the product [C:3]1([S:9]([C:12]2[CH:21]=[CH:20][C:15]3[N:16]([CH:31]4[CH2:32][CH2:33][N:29]([CH2:22][C:23]5[CH:28]=[CH:27][CH:26]=[CH:25][CH:24]=5)[CH2:30]4)[CH2:17][CH2:18][O:19][C:14]=3[CH:13]=2)(=[O:11])=[O:10])[CH:8]=[CH:7][CH:6]=[CH:5][CH:4]=1, predict the reactants needed to synthesize it. The reactants are: [H-].[Na+].[C:3]1([S:9]([C:12]2[CH:21]=[CH:20][C:15]3[NH:16][CH2:17][CH2:18][O:19][C:14]=3[CH:13]=2)(=[O:11])=[O:10])[CH:8]=[CH:7][CH:6]=[CH:5][CH:4]=1.[CH2:22]([N:29]1[CH2:33][CH2:32][CH:31](OS(C)(=O)=O)[CH2:30]1)[C:23]1[CH:28]=[CH:27][CH:26]=[CH:25][CH:24]=1.O. (2) Given the product [F:20][C:2]([F:1])([F:19])[C:3]1[CH:4]=[CH:5][C:6]([C:9]2[O:13][CH:12]=[N:11][C:10]=2[CH:14]=[O:15])=[CH:7][CH:8]=1, predict the reactants needed to synthesize it. The reactants are: [F:1][C:2]([F:20])([F:19])[C:3]1[CH:8]=[CH:7][C:6]([C:9]2[O:13][CH:12]=[N:11][C:10]=2[C:14](OCC)=[O:15])=[CH:5][CH:4]=1.[H-].C([Al+]CC(C)C)C(C)C. (3) Given the product [CH2:2]([NH:9][CH2:10][C@H:11]1[CH2:20][CH2:19][C:18]2[C:13](=[CH:14][CH:15]=[C:16]([Br:1])[CH:17]=2)[O:12]1)[C:3]1[CH:4]=[CH:5][CH:6]=[CH:7][CH:8]=1, predict the reactants needed to synthesize it. The reactants are: [BrH:1].[CH2:2]([NH:9][CH2:10][C@H:11]1[CH2:20][CH2:19][C:18]2[C:13](=[CH:14][CH:15]=[CH:16][CH:17]=2)[O:12]1)[C:3]1[CH:8]=[CH:7][CH:6]=[CH:5][CH:4]=1.BrBr.O. (4) Given the product [C:25]([C:27]1[CH:28]=[C:29]([CH:33]=[CH:34][CH:35]=1)[C:30]([NH:1][CH2:2][C:3](=[O:4])[NH:5][CH:6]1[CH2:9][N:8]([CH:10]2[CH2:15][CH2:14][C:13]([OH:24])([C:16]3[CH:17]=[N:18][C:19]([O:22][CH3:23])=[CH:20][CH:21]=3)[CH2:12][CH2:11]2)[CH2:7]1)=[O:31])#[N:26], predict the reactants needed to synthesize it. The reactants are: [NH2:1][CH2:2][C:3]([NH:5][CH:6]1[CH2:9][N:8]([CH:10]2[CH2:15][CH2:14][C:13]([OH:24])([C:16]3[CH:17]=[N:18][C:19]([O:22][CH3:23])=[CH:20][CH:21]=3)[CH2:12][CH2:11]2)[CH2:7]1)=[O:4].[C:25]([C:27]1[CH:28]=[C:29]([CH:33]=[CH:34][CH:35]=1)[C:30](O)=[O:31])#[N:26].CCN=C=NCCCN(C)C.